This data is from NCI-60 drug combinations with 297,098 pairs across 59 cell lines. The task is: Regression. Given two drug SMILES strings and cell line genomic features, predict the synergy score measuring deviation from expected non-interaction effect. Cell line: EKVX. Drug 2: CC(C1=C(C=CC(=C1Cl)F)Cl)OC2=C(N=CC(=C2)C3=CN(N=C3)C4CCNCC4)N. Drug 1: CCC1=CC2CC(C3=C(CN(C2)C1)C4=CC=CC=C4N3)(C5=C(C=C6C(=C5)C78CCN9C7C(C=CC9)(C(C(C8N6C)(C(=O)OC)O)OC(=O)C)CC)OC)C(=O)OC.C(C(C(=O)O)O)(C(=O)O)O. Synergy scores: CSS=39.9, Synergy_ZIP=0.130, Synergy_Bliss=1.87, Synergy_Loewe=-3.36, Synergy_HSA=3.21.